The task is: Binary Classification. Given a drug SMILES string, predict its activity (active/inactive) in a high-throughput screening assay against a specified biological target.. This data is from Cav3 T-type calcium channel HTS with 100,875 compounds. (1) The molecule is o1nc(c2CCCCc12)C(=O)NCCCn1ccnc1. The result is 0 (inactive). (2) The drug is S(c1nc(nc2n(c(=O)n(c(=O)c12)C)C)CCC)CC(=O)Nc1c(OC)cccc1. The result is 0 (inactive). (3) The molecule is s1c(C(=O)Nc2c(OC)cc(NC(=S)NC(=O)c3c(OC)cccc3OC)cc2)ccc1. The result is 0 (inactive). (4) The molecule is S(CCn1c(N2CCN(CC2)Cc2ccccc2)nc2n(c(=O)[nH]c(=O)c12)C)c1ncccn1. The result is 0 (inactive). (5) The drug is O=C(NCCCN1C(CCCC1)C)Cn1nc(c2ccc(cc2)C)ccc1=O. The result is 0 (inactive). (6) The molecule is o1nc(cc1c1c(OC)cccc1)C(=O)NCCOC. The result is 0 (inactive). (7) The drug is s1nc(c(N)c1C(=O)N(C(C(=O)NC1CCCC1)c1occc1)c1c(OC)cccc1)C(=O)N. The result is 0 (inactive). (8) The compound is S(c1n(CCCOC)c(nn1)c1ccncc1)CC(=O)N(c1ccccc1)CC(OCC)=O. The result is 0 (inactive). (9) The result is 0 (inactive). The molecule is S(CC(=O)Nc1c(cccc1)C(O)=O)c1ccccc1. (10) The drug is Clc1sc(S(=O)(=O)N2CCCc3c2c(O)ccc3)cc1. The result is 0 (inactive).